This data is from NCI-60 drug combinations with 297,098 pairs across 59 cell lines. The task is: Regression. Given two drug SMILES strings and cell line genomic features, predict the synergy score measuring deviation from expected non-interaction effect. Drug 1: CN1CCC(CC1)COC2=C(C=C3C(=C2)N=CN=C3NC4=C(C=C(C=C4)Br)F)OC. Drug 2: COC1=CC(=CC(=C1O)OC)C2C3C(COC3=O)C(C4=CC5=C(C=C24)OCO5)OC6C(C(C7C(O6)COC(O7)C8=CC=CS8)O)O. Cell line: NCIH23. Synergy scores: CSS=54.7, Synergy_ZIP=-3.43, Synergy_Bliss=-1.52, Synergy_Loewe=-25.4, Synergy_HSA=-0.393.